From a dataset of Forward reaction prediction with 1.9M reactions from USPTO patents (1976-2016). Predict the product of the given reaction. (1) Given the reactants [CH2:1]([C:11]1[CH:12]=[N:13][C:14]([C:17]2[CH:22]=[CH:21][C:20](O)=[CH:19][CH:18]=2)=[N:15][CH:16]=1)[CH2:2][CH2:3][CH2:4][CH2:5][CH2:6][CH2:7][CH2:8][CH2:9][CH3:10].[C:24]([O-:27])([O-])=O.[Cs+].[Cs+].CCO[CH2:33][CH3:34], predict the reaction product. The product is: [CH2:1]([C:11]1[CH:12]=[N:13][C:14]([C:17]2[CH:22]=[CH:21][C:20]([O:27][CH2:24][CH2:11][CH2:1][CH2:2][CH2:3][CH:33]=[CH2:34])=[CH:19][CH:18]=2)=[N:15][CH:16]=1)[CH2:2][CH2:3][CH2:4][CH2:5][CH2:6][CH2:7][CH2:8][CH2:9][CH3:10]. (2) Given the reactants [C:1]([OH:5])(=[O:4])[CH:2]=[CH2:3].[CH2:6]([O:16][C:17](=[O:20])[CH:18]=[CH2:19])[CH2:7][CH2:8][CH2:9][CH2:10][CH2:11][CH2:12][CH2:13][CH2:14][CH3:15], predict the reaction product. The product is: [C:1]([OH:5])(=[O:4])[CH:2]=[CH2:3].[CH2:6]([O:16][C:17](=[O:20])[CH:18]=[CH2:19])[CH2:7][CH2:8][CH2:9][CH2:10][CH2:11][CH2:12][CH2:13][CH2:14][CH3:15]. (3) Given the reactants [I:1][C:2]1[C:10]2[C:5](=[N:6][CH:7]=[N:8][C:9]=2[NH2:11])[NH:4][N:3]=1.C(=O)([O-])[O-].[Cs+].[Cs+].Br[CH2:19][CH2:20][OH:21], predict the reaction product. The product is: [NH2:11][C:9]1[N:8]=[CH:7][N:6]=[C:5]2[N:4]([CH2:19][CH2:20][OH:21])[N:3]=[C:2]([I:1])[C:10]=12. (4) Given the reactants I[CH:2]=[C:3]([C:17]1[CH:18]=[C:19]2[C:24](=[CH:25][CH:26]=1)[O:23][C:22]([CH3:28])([CH3:27])[CH:21]=[CH:20]2)[CH2:4][C:5]1[CH:10]=[C:9]([O:11][CH3:12])[C:8]([O:13][CH3:14])=[C:7]([O:15][CH3:16])[CH:6]=1.[CH2:29]([Sn:33]([CH2:40][CH2:41][CH2:42][CH3:43])([CH2:36][CH2:37][CH2:38][CH3:39])C=C)[CH2:30][CH2:31][CH3:32].[Li+].[Cl-].C(C1C=C(C)C=C(C(C)(C)C)C=1O)(C)(C)C.[F-].[NH+]1C=CC=CC=1, predict the reaction product. The product is: [CH2:40]([Sn:33]([CH2:29][CH2:30][CH2:31][CH3:32])([CH2:36][CH2:37][CH2:38][CH3:39])[CH:2]=[C:3]([C:17]1[CH:18]=[C:19]2[C:24](=[CH:25][CH:26]=1)[O:23][C:22]([CH3:28])([CH3:27])[CH:21]=[CH:20]2)[CH2:4][C:5]1[CH:10]=[C:9]([O:11][CH3:12])[C:8]([O:13][CH3:14])=[C:7]([O:15][CH3:16])[CH:6]=1)[CH2:41][CH2:42][CH3:43]. (5) Given the reactants [C:1]([O:5][C:6]([N:8]1[CH2:13][CH2:12][CH2:11][CH2:10][CH:9]1[CH2:14][C:15]([OH:17])=O)=[O:7])([CH3:4])([CH3:3])[CH3:2].[N:18]1[CH:23]=[CH:22][CH:21]=[CH:20][C:19]=1[C:24]1NN=[N:26][N:25]=1.C1(N=C=NC2CCCCC2)CCCCC1, predict the reaction product. The product is: [C:1]([O:5][C:6]([N:8]1[CH2:13][CH2:12][CH2:11][CH2:10][CH:9]1[CH2:14][C:15]1[O:17][C:24]([C:19]2[CH:20]=[CH:21][CH:22]=[CH:23][N:18]=2)=[N:25][N:26]=1)=[O:7])([CH3:2])([CH3:3])[CH3:4]. (6) Given the reactants [Br:1][C:2]1[CH:7]=[CH:6][C:5]([C:8]2[CH:16]=[CH:15][C:11]([C:12](O)=[O:13])=[CH:10][CH:9]=2)=[CH:4][CH:3]=1.Cl.[CH3:18][NH2:19].O, predict the reaction product. The product is: [CH3:18][NH:19][C:12](=[O:13])[C:11]1[CH:15]=[CH:16][C:8]([C:5]2[CH:6]=[CH:7][C:2]([Br:1])=[CH:3][CH:4]=2)=[CH:9][CH:10]=1.